Dataset: Full USPTO retrosynthesis dataset with 1.9M reactions from patents (1976-2016). Task: Predict the reactants needed to synthesize the given product. The reactants are: C(OC([N:8]1[CH2:13][CH2:12][N:11]([C:14]2[N:19]=[C:18]([C:20]3[CH:25]=[CH:24][N:23]=[C:22]([NH:26][CH2:27]CC4C=CC(O)=CC=4)[CH:21]=3)[CH:17]=[C:16]([C:36](=[O:38])[NH2:37])[CH:15]=2)[CH2:10][CH2:9]1)=O)(C)(C)C.F[C:40](F)(F)[C:41](O)=O. Given the product [CH2:27]([NH:26][C:22]1[CH:21]=[C:20]([C:18]2[CH:17]=[C:16]([C:36]([NH2:37])=[O:38])[CH:15]=[C:14]([N:11]3[CH2:12][CH2:13][NH:8][CH2:9][CH2:10]3)[N:19]=2)[CH:25]=[CH:24][N:23]=1)[C:41]1[CH:40]=[CH:17][CH:16]=[CH:15][CH:14]=1, predict the reactants needed to synthesize it.